This data is from CYP2C9 inhibition data for predicting drug metabolism from PubChem BioAssay. The task is: Regression/Classification. Given a drug SMILES string, predict its absorption, distribution, metabolism, or excretion properties. Task type varies by dataset: regression for continuous measurements (e.g., permeability, clearance, half-life) or binary classification for categorical outcomes (e.g., BBB penetration, CYP inhibition). Dataset: cyp2c9_veith. (1) The drug is CN(Cc1ccco1)c1cc(-c2ccccc2Cl)ncn1. The result is 0 (non-inhibitor). (2) The result is 0 (non-inhibitor). The compound is CN(C)C[C@H]1CCC2=C(C1=O)C(c1ccc(Cl)c(Cl)c1)C1=C(CC[C@H](CN(C)C)C1=O)O2. (3) The molecule is Cc1cc(O)c(C(C)C)cc1CN1CCCCC1. The result is 0 (non-inhibitor). (4) The drug is O=C(O)CN(CC(=O)O)c1ccccc1. The result is 0 (non-inhibitor). (5) The compound is CC(C)C[C@H](NC(=O)[C@@H]1O[C@H]1C(=O)O)C(=O)NCCCCN=C(N)N. The result is 0 (non-inhibitor). (6) The molecule is COC(=O)c1ccc(N2CCN(CC(=O)c3ccc(-c4ccccc4)cc3)CC2)c([N+](=O)[O-])c1. The result is 1 (inhibitor). (7) The compound is COc1ccc(CNC(=O)C2CC(c3ccc(OC)cc3)=NO2)cc1. The result is 0 (non-inhibitor). (8) The drug is COCCOC(=O)C1=C(C)NC(C)=C(C(=O)OC(C)C)[C@H]1c1cccc([N+](=O)[O-])c1. The result is 1 (inhibitor). (9) The compound is COc1ccc2c3c1O[C@@H]1C(=O)CC[C@@]4(O)[C@@H](C2)N(CC2CC2)CC[C@]314. The result is 0 (non-inhibitor). (10) The drug is O=C(Nc1cccc(F)c1)N1CCCC2(CCN(C(=O)c3ccco3)CC2)C1. The result is 1 (inhibitor).